This data is from Full USPTO retrosynthesis dataset with 1.9M reactions from patents (1976-2016). The task is: Predict the reactants needed to synthesize the given product. (1) Given the product [F:1][C:2]1[CH:11]=[C:10]([NH:12][S:13]([C:16]2[CH:21]=[CH:20][C:19]([N:24]3[CH:28]=[CH:27][CH:26]=[N:25]3)=[CH:18][CH:17]=2)(=[O:15])=[O:14])[CH:9]=[C:8]([F:23])[C:3]=1[C:4]([OH:6])=[O:5], predict the reactants needed to synthesize it. The reactants are: [F:1][C:2]1[CH:11]=[C:10]([NH:12][S:13]([C:16]2[CH:21]=[CH:20][C:19](I)=[CH:18][CH:17]=2)(=[O:15])=[O:14])[CH:9]=[C:8]([F:23])[C:3]=1[C:4]([O:6]C)=[O:5].[NH:24]1[CH:28]=[CH:27][CH:26]=[N:25]1.P([O-])([O-])([O-])=O.[K+].[K+].[K+].CN[C@@H]1CCCC[C@H]1NC.[OH-].[Na+].Cl. (2) Given the product [CH2:39]([O:38][C:36](=[O:37])[NH:34][C@H:10]1[C@H:11]([CH2:13][N:14]([CH:31]([CH3:32])[CH3:33])[C:15](=[O:30])[C:16]2[CH:21]=[CH:20][C:19]([O:22][CH3:23])=[C:18]([O:24][CH2:25][CH2:26][CH2:27][O:28][CH3:29])[CH:17]=2)[CH2:12][NH:8][CH2:9]1)[C:40]1[CH:45]=[CH:44][CH:43]=[CH:42][CH:41]=1, predict the reactants needed to synthesize it. The reactants are: C(OC([N:8]1[CH2:12][C@@H:11]([CH2:13][N:14]([CH:31]([CH3:33])[CH3:32])[C:15](=[O:30])[C:16]2[CH:21]=[CH:20][C:19]([O:22][CH3:23])=[C:18]([O:24][CH2:25][CH2:26][CH2:27][O:28][CH3:29])[CH:17]=2)[C@H:10]([NH2:34])[CH2:9]1)=O)(C)(C)C.Cl[C:36]([O:38][CH2:39][C:40]1[CH:45]=[CH:44][CH:43]=[CH:42][CH:41]=1)=[O:37].CC#N.O.CC#N. (3) The reactants are: [CH3:1][O:2][C:3]([C:5]1[CH2:9][C:8](O)([C:10]2[N:11]=[N:12][C:13]([O:16][CH3:17])=[CH:14][CH:15]=2)[N:7]([C:19]2[CH:20]=[N:21][CH:22]=[CH:23][CH:24]=2)[N:6]=1)=[O:4].C(N(CC)CC)C.CS(Cl)(=O)=O.CO. Given the product [CH3:1][O:2][C:3]([C:5]1[CH:9]=[C:8]([C:10]2[N:11]=[N:12][C:13]([O:16][CH3:17])=[CH:14][CH:15]=2)[N:7]([C:19]2[CH:20]=[N:21][CH:22]=[CH:23][CH:24]=2)[N:6]=1)=[O:4], predict the reactants needed to synthesize it. (4) Given the product [C:15]([NH:3][C@@H:4]([C:7]([OH:9])=[O:8])[CH2:5][O:6][CH3:29])([O:14][C:11]([CH3:13])([CH3:12])[CH3:10])=[O:16], predict the reactants needed to synthesize it. The reactants are: [OH-].[Na+].[NH2:3][C@@H:4]([C:7]([OH:9])=[O:8])[CH2:5][OH:6].[CH3:10][C:11]([O:14][C:15](O[C:15]([O:14][C:11]([CH3:13])([CH3:12])[CH3:10])=[O:16])=[O:16])([CH3:13])[CH3:12].S(OC)(O[CH3:29])(=O)=O. (5) Given the product [CH3:36][O:37][C:38](=[O:53])[C:39]1[CH:44]=[C:43]([N:45]2[CH2:50][CH2:49][O:48][CH2:47][C:46]2=[O:51])[CH:42]=[CH:41][C:40]=1[NH:52][C:12](=[O:14])[CH2:11][CH2:10][NH:9][C:7]([C:5]1[S:6][C:2]([Cl:1])=[CH:3][CH:4]=1)=[O:8], predict the reactants needed to synthesize it. The reactants are: [Cl:1][C:2]1[S:6][C:5]([C:7]([NH:9][CH2:10][CH2:11][C:12]([OH:14])=O)=[O:8])=[CH:4][CH:3]=1.CC1C=C(C)C=C(C)N=1.ClC(Cl)(OC(=O)OC(Cl)(Cl)Cl)Cl.[CH3:36][O:37][C:38](=[O:53])[C:39]1[CH:44]=[C:43]([N:45]2[CH2:50][CH2:49][O:48][CH2:47][C:46]2=[O:51])[CH:42]=[CH:41][C:40]=1[NH2:52]. (6) Given the product [OH:1][C:2]([CH3:13])([C:8]#[C:9][CH:10]([CH3:11])[CH3:12])[C:3]([OH:5])=[O:4], predict the reactants needed to synthesize it. The reactants are: [OH:1][C:2]([CH3:13])([C:8]#[C:9][CH:10]([CH3:12])[CH3:11])[C:3]([O:5]CC)=[O:4].O.[OH-].[Na+].Cl. (7) The reactants are: [CH:1]1([CH2:7][NH:8][C:9](=[O:40])[CH2:10][CH2:11][C:12]2[C:13]([NH:30]CC3C=CC(OC)=CC=3)=[N:14][C:15]3[C:20]([CH:21]=2)=[CH:19][C:18]([C:22]2[CH:27]=[CH:26][CH:25]=[CH:24][C:23]=2[CH3:28])=[C:17]([F:29])[CH:16]=3)[CH2:6][CH2:5][CH2:4][CH2:3][CH2:2]1.C(O)(C(F)(F)F)=O. Given the product [NH2:30][C:13]1[C:12]([CH2:11][CH2:10][C:9]([NH:8][CH2:7][CH:1]2[CH2:6][CH2:5][CH2:4][CH2:3][CH2:2]2)=[O:40])=[CH:21][C:20]2[C:15](=[CH:16][C:17]([F:29])=[C:18]([C:22]3[CH:27]=[CH:26][CH:25]=[CH:24][C:23]=3[CH3:28])[CH:19]=2)[N:14]=1, predict the reactants needed to synthesize it. (8) The reactants are: [CH3:1][N:2]1[CH2:15][CH2:14][C:5]2[NH:6][C:7]3[CH:8]=[CH:9][C:10]([CH3:13])=[CH:11][C:12]=3[C:4]=2[CH2:3]1.[H-].[Na+].[CH3:18][C:19]1[CH:24]=[C:23]([C:25]2([CH3:28])[CH2:27][O:26]2)[CH:22]=[C:21]([CH3:29])[N:20]=1. Given the product [CH3:1][N:2]1[CH2:15][CH2:14][C:5]2[N:6]([CH2:28][C:25]([C:23]3[CH:24]=[C:19]([CH3:18])[N:20]=[C:21]([CH3:29])[CH:22]=3)([OH:26])[CH3:27])[C:7]3[CH:8]=[CH:9][C:10]([CH3:13])=[CH:11][C:12]=3[C:4]=2[CH2:3]1, predict the reactants needed to synthesize it.